From a dataset of Reaction yield outcomes from USPTO patents with 853,638 reactions. Predict the reaction yield, written as a fraction of the theoretical maximum amount of product (1.0 means a 100% yield; for example, 0.34 means a 34% yield). (1) The reactants are [O:1]1[C:5]2[CH:6]=[CH:7][C:8]([C:10]([NH:12][NH2:13])=[O:11])=[CH:9][C:4]=2[CH2:3][CH2:2]1.[OH-].[K+].[C:16](=S)=[S:17].[F:19][C:20]1[CH:21]=[C:22]([CH:25]=[CH:26][C:27]=1[O:28][CH3:29])[CH2:23]Cl. The catalyst is C(O)C.C(OCC)(=O)C. The product is [O:1]1[C:5]2[CH:6]=[CH:7][C:8]([C:10]3[O:11][C:16]([S:17][CH2:23][C:22]4[CH:25]=[CH:26][C:27]([O:28][CH3:29])=[C:20]([F:19])[CH:21]=4)=[N:13][N:12]=3)=[CH:9][C:4]=2[CH2:3][CH2:2]1. The yield is 0.670. (2) The catalyst is O.C(Cl)Cl. The reactants are [OH-].[K+].[Br:3][C:4]1[CH:5]=[C:6]([C:21](OC)=[O:22])[CH:7]=[C:8]2[C:13]=1[O:12][C:11]([N:14]1[CH2:19][CH2:18][O:17][CH2:16][CH2:15]1)=[CH:10][C:9]2=[O:20].[NH:25]1[CH2:30][CH2:29][O:28][CH2:27][CH2:26]1.ClC1N=C(OC)N=C(OC)N=1.CN1CCOCC1. The yield is 0.503. The product is [Br:3][C:4]1[CH:5]=[C:6]([C:21]([N:25]2[CH2:30][CH2:29][O:28][CH2:27][CH2:26]2)=[O:22])[CH:7]=[C:8]2[C:13]=1[O:12][C:11]([N:14]1[CH2:19][CH2:18][O:17][CH2:16][CH2:15]1)=[CH:10][C:9]2=[O:20]. (3) The reactants are CN(C=O)C.Cl[C:7]1[C:8]2[CH:19]=[C:18]([C:20]3[CH:25]=[CH:24][CH:23]=[CH:22][CH:21]=3)[CH:17]=[CH:16][C:9]=2[N:10]([CH3:15])[C:11](=[O:14])[CH2:12][N:13]=1.[CH:26]([C:28]1[CH:29]=[C:30](B(O)O)[CH:31]=[CH:32][CH:33]=1)=[O:27].P([O-])([O-])([O-])=O.[K+].[K+].[K+]. The catalyst is O.C1C=CC([P]([Pd]([P](C2C=CC=CC=2)(C2C=CC=CC=2)C2C=CC=CC=2)([P](C2C=CC=CC=2)(C2C=CC=CC=2)C2C=CC=CC=2)[P](C2C=CC=CC=2)(C2C=CC=CC=2)C2C=CC=CC=2)(C2C=CC=CC=2)C2C=CC=CC=2)=CC=1. The product is [CH3:15][N:10]1[C:9]2[CH:16]=[CH:17][C:18]([C:20]3[CH:25]=[CH:24][CH:23]=[CH:22][CH:21]=3)=[CH:19][C:8]=2[C:7]([C:32]2[CH:33]=[C:28]([CH:29]=[CH:30][CH:31]=2)[CH:26]=[O:27])=[N:13][CH2:12][C:11]1=[O:14]. The yield is 0.250. (4) The reactants are [F:1][C:2]1[CH:3]=[CH:4][C:5]([C:12]([F:15])([F:14])[F:13])=[C:6]2[C:10]=1[C@@H:9]([OH:11])[CH2:8][CH2:7]2.[CH3:16][O:17][C:18](=[O:30])[CH2:19][C@H:20]1[C:24]2[CH:25]=[CH:26][C:27](O)=[CH:28][C:23]=2[O:22][CH2:21]1. No catalyst specified. The product is [CH3:16][O:17][C:18](=[O:30])[CH2:19][C@H:20]1[C:24]2[CH:25]=[CH:26][C:27]([O:11][C@H:9]3[C:10]4[C:6](=[C:5]([C:12]([F:13])([F:14])[F:15])[CH:4]=[CH:3][C:2]=4[F:1])[CH2:7][CH2:8]3)=[CH:28][C:23]=2[O:22][CH2:21]1. The yield is 0.690. (5) The catalyst is C(OCC)(=O)C.C([O-])(=O)C.[Cu+2].C([O-])(=O)C.ClCCl. The reactants are [CH2:1]([C:3]1[NH:4][C:5](=[O:27])[C:6]([CH2:12][C:13]2[CH:18]=[CH:17][C:16]([C:19]3[C:20]([C:25]#[N:26])=[CH:21][CH:22]=[CH:23][CH:24]=3)=[CH:15][CH:14]=2)=[C:7]([CH2:9][CH2:10][CH3:11])[N:8]=1)[CH3:2].[CH3:28][O:29][C:30]1[CH:35]=[CH:34][C:33](B(O)O)=[CH:32][CH:31]=1.N1C=CC=CC=1.C(N(CC)CC)C. The yield is 1.00. The product is [CH2:1]([C:3]1[N:4]([C:33]2[CH:34]=[CH:35][C:30]([O:29][CH3:28])=[CH:31][CH:32]=2)[C:5](=[O:27])[C:6]([CH2:12][C:13]2[CH:18]=[CH:17][C:16]([C:19]3[C:20]([C:25]#[N:26])=[CH:21][CH:22]=[CH:23][CH:24]=3)=[CH:15][CH:14]=2)=[C:7]([CH2:9][CH2:10][CH3:11])[N:8]=1)[CH3:2]. (6) The reactants are [F:1][C:2]1[C:3]([N:8]2[CH2:13][CH2:12][C:11](O)([C:14]#[N:15])[CH2:10][CH2:9]2)=[N:4][CH:5]=[CH:6][CH:7]=1.P(Cl)(Cl)(Cl)=O.P([O-])([O-])([O-])=O.[K+].[K+].[K+]. The catalyst is N1C=CC=CC=1. The product is [F:1][C:2]1[C:3]([N:8]2[CH2:9][CH:10]=[C:11]([C:14]#[N:15])[CH2:12][CH2:13]2)=[N:4][CH:5]=[CH:6][CH:7]=1. The yield is 0.720. (7) The reactants are [Cl:1][C:2]1[C:3]2[CH:10]=[CH:9][NH:8][C:4]=2[N:5]=[CH:6][N:7]=1.[H-].[Na+].[CH3:13][Si:14]([CH2:17][CH2:18][O:19][CH2:20]Cl)([CH3:16])[CH3:15]. The catalyst is O.CC(OC)(C)C. The product is [Cl:1][C:2]1[C:3]2[CH:10]=[CH:9][N:8]([CH2:20][O:19][CH2:18][CH2:17][Si:14]([CH3:16])([CH3:15])[CH3:13])[C:4]=2[N:5]=[CH:6][N:7]=1. The yield is 0.889.